Dataset: Full USPTO retrosynthesis dataset with 1.9M reactions from patents (1976-2016). Task: Predict the reactants needed to synthesize the given product. The reactants are: CS(O)(=O)=[O:3].[F:6][C:7]([F:19])([F:18])[C:8]1[CH:9]=[C:10]([CH:14](O)[CH:15]=[CH2:16])[CH:11]=[CH:12][CH:13]=1.C1(C)C=CC=CC=1. Given the product [F:6][C:7]([F:19])([F:18])[C:8]1[CH:9]=[C:10]([CH:14]=[CH:15][CH2:16][OH:3])[CH:11]=[CH:12][CH:13]=1, predict the reactants needed to synthesize it.